Task: Predict which catalyst facilitates the given reaction.. Dataset: Catalyst prediction with 721,799 reactions and 888 catalyst types from USPTO (1) Reactant: [CH2:1]([O:8][C:9]1[CH:18]=[C:17]2[C:12]([C:13](Cl)=[CH:14][CH:15]=[N:16]2)=[CH:11][CH:10]=1)[C:2]1[CH:7]=[CH:6][CH:5]=[CH:4][CH:3]=1.[F:20][C:21]1[CH:26]=[C:25]([N+:27]([O-:29])=[O:28])[CH:24]=[CH:23][C:22]=1[OH:30].CCN(C(C)C)C(C)C. Product: [CH2:1]([O:8][C:9]1[CH:18]=[C:17]2[C:12]([C:13]([O:30][C:22]3[CH:23]=[CH:24][C:25]([N+:27]([O-:29])=[O:28])=[CH:26][C:21]=3[F:20])=[CH:14][CH:15]=[N:16]2)=[CH:11][CH:10]=1)[C:2]1[CH:7]=[CH:6][CH:5]=[CH:4][CH:3]=1. The catalyst class is: 11. (2) Reactant: [Br:1][C:2]1[CH:15]=[CH:14][C:5]([O:6][CH2:7][C:8](N(OC)C)=[O:9])=[C:4]([O:16][CH3:17])[CH:3]=1.[CH:18]1([Mg]Br)[CH2:20][CH2:19]1.[NH4+].[Cl-]. Product: [Br:1][C:2]1[CH:15]=[CH:14][C:5]([O:6][CH2:7][C:8]([CH:18]2[CH2:20][CH2:19]2)=[O:9])=[C:4]([O:16][CH3:17])[CH:3]=1. The catalyst class is: 1. (3) Reactant: [C:1](Cl)(=O)[C:2]([Cl:4])=[O:3].[F:7][C:8]1[C:17]2[NH:16][CH:15]=[C:14]3[C:18](=[O:30])[N:19]([C:21]4[CH:22]=C([CH:27]=[CH:28][CH:29]=4)C(O)=O)[N:20]=[C:13]3[C:12]=2[CH:11]=[CH:10][CH:9]=1.CN(C)C=O. Product: [F:7][C:8]1[C:17]2[NH:16][CH:15]=[C:14]3[C:18](=[O:30])[N:19]([C:21]4[CH:22]=[C:1]([CH:27]=[CH:28][CH:29]=4)[C:2]([Cl:4])=[O:3])[N:20]=[C:13]3[C:12]=2[CH:11]=[CH:10][CH:9]=1. The catalyst class is: 4. (4) Product: [CH3:1][O:2][C:3]([C:5]1[S:6][C:7]([Br:11])=[CH:8][C:9]=1[NH:10][CH:18]1[CH2:19][CH2:20][C:15]2([O:22][CH2:12][CH2:13][O:14]2)[CH2:16][CH2:17]1)=[O:4]. The catalyst class is: 1. Reactant: [CH3:1][O:2][C:3]([C:5]1[S:6][C:7]([Br:11])=[CH:8][C:9]=1[NH2:10])=[O:4].[CH2:12]1[O:22][C:15]2([CH2:20][CH2:19][C:18](=O)[CH2:17][CH2:16]2)[O:14][CH2:13]1.C([Sn](Cl)(Cl)CCCC)CCC.C1([SiH3])C=CC=CC=1.